This data is from Reaction yield outcomes from USPTO patents with 853,638 reactions. The task is: Predict the reaction yield, written as a fraction of the theoretical maximum amount of product (1.0 means a 100% yield; for example, 0.34 means a 34% yield). The reactants are C([O:4][CH2:5][C@@H:6]1[C@@H:11]([O:12]C(=O)C)[C@H:10]([O:16]C(=O)C)[C@H:9]([O:20]C(=O)C)[C@@H:8]([C:24]2[CH:29]=[CH:28][CH:27]=[C:26]([C:30]#[C:31][C:32]3[CH:37]=[CH:36][CH:35]=[CH:34][CH:33]=3)[CH:25]=2)[O:7]1)(=O)C.C[O-].[Na+]. The catalyst is CO. The product is [OH:4][CH2:5][C@@H:6]1[C@@H:11]([OH:12])[C@H:10]([OH:16])[C@H:9]([OH:20])[C@@H:8]([C:24]2[CH:29]=[CH:28][CH:27]=[C:26]([C:30]#[C:31][C:32]3[CH:37]=[CH:36][CH:35]=[CH:34][CH:33]=3)[CH:25]=2)[O:7]1. The yield is 0.614.